This data is from Full USPTO retrosynthesis dataset with 1.9M reactions from patents (1976-2016). The task is: Predict the reactants needed to synthesize the given product. (1) Given the product [NH2:1][C:2]1[N:10]=[C:9]([O:11][CH2:12][CH2:13][CH2:14][CH3:15])[N:8]=[C:7]2[C:3]=1[NH:4][C:5](=[O:33])[N:6]2[CH2:16][CH2:17][CH2:18][CH2:19][N:20]1[CH2:25][CH2:24][NH:23][CH2:22][CH2:21]1, predict the reactants needed to synthesize it. The reactants are: [NH2:1][C:2]1[N:10]=[C:9]([O:11][CH2:12][CH2:13][CH2:14][CH3:15])[N:8]=[C:7]2[C:3]=1[N:4]=[C:5]([O:33]C)[N:6]2[CH2:16][CH2:17][CH2:18][CH2:19][N:20]1[CH2:25][CH2:24][N:23](C(OC(C)(C)C)=O)[CH2:22][CH2:21]1.Cl.O1CCOCC1. (2) Given the product [CH3:1][O:2][C:3]([C:4]1[CH:9]=[C:8]([N+:10]([O-:12])=[O:11])[C:7]2[N:6]([C:16]([CH3:17])=[N:14][N:13]=2)[CH:5]=1)=[O:15], predict the reactants needed to synthesize it. The reactants are: [CH3:1][O:2][C:3](=[O:15])[C:4]1[CH:9]=[C:8]([N+:10]([O-:12])=[O:11])[C:7]([NH:13][NH2:14])=[N:6][CH:5]=1.[C:16](OC)(OC)(OC)[CH3:17]. (3) Given the product [NH2:55][C@H:52]([CH2:53][CH3:54])[C:50]([NH:49][C:46]1[CH:47]=[N:48][C:43]([O:42][C:38]2[C:37]3[C:33]([CH3:32])([CH3:63])[CH2:34][O:35][C:36]=3[CH:41]=[CH:40][CH:39]=2)=[CH:44][CH:45]=1)=[O:51], predict the reactants needed to synthesize it. The reactants are: CC1(C)C2C(OC3N=CC(NC(=O)[C@H](NC(=O)OC(C)(C)C)C)=CC=3)=CC=CC=2OC1.[CH3:32][C:33]1([CH3:63])[C:37]2[C:38]([O:42][C:43]3[N:48]=[CH:47][C:46]([NH:49][C:50]([C@H:52]([NH:55]C(=O)OC(C)(C)C)[CH2:53][CH3:54])=[O:51])=[CH:45][CH:44]=3)=[CH:39][CH:40]=[CH:41][C:36]=2[O:35][CH2:34]1. (4) Given the product [F:1][C:2]1[CH:3]=[CH:4][C:5]([O:10][S:19]([CH3:18])(=[O:21])=[O:20])=[C:6]([CH:7]=[O:8])[CH:9]=1, predict the reactants needed to synthesize it. The reactants are: [F:1][C:2]1[CH:3]=[CH:4][C:5]([OH:10])=[C:6]([CH:9]=1)[CH:7]=[O:8].C(N(CC)CC)C.[CH3:18][S:19](Cl)(=[O:21])=[O:20]. (5) Given the product [NH2:4][CH:5]1[CH:6]2[CH2:7][CH:8]3[CH2:9][CH:10]([CH2:11][C:1]1([OH:2])[CH2:13]3)[CH2:12]2, predict the reactants needed to synthesize it. The reactants are: [C:1]123[CH2:13][CH:8]4[CH2:9][CH:10]([CH2:12][CH:6]([CH2:7]4)[CH:5]1[NH:4]C(=O)[O:2]2)[CH2:11]3.[OH-].[K+]. (6) The reactants are: [I:1][C:2]1[CH:3]=[C:4]([CH:30]=[CH:31][CH:32]=1)[CH2:5][NH:6][C:7]1[C:12]([N+:13]([O-])=O)=[CH:11][N:10]=[C:9]([NH:16][CH2:17][C@@H:18]2[CH2:22][CH2:21][N:20]([C:23]([O:25][C:26]([CH3:29])([CH3:28])[CH3:27])=[O:24])[CH2:19]2)[N:8]=1. Given the product [I:1][C:2]1[CH:3]=[C:4]([CH:30]=[CH:31][CH:32]=1)[CH2:5][NH:6][C:7]1[C:12]([NH2:13])=[CH:11][N:10]=[C:9]([NH:16][CH2:17][C@@H:18]2[CH2:22][CH2:21][N:20]([C:23]([O:25][C:26]([CH3:27])([CH3:28])[CH3:29])=[O:24])[CH2:19]2)[N:8]=1, predict the reactants needed to synthesize it. (7) The reactants are: [Br:1][CH2:2][C:3]1[CH:11]=[CH:10][CH:9]=[CH:8][C:4]=1[C:5]([OH:7])=[O:6].[CH2:12](O)[C:13]([Cl:16])([Cl:15])[Cl:14].O. Given the product [Cl:14][C:13]([Cl:16])([Cl:15])[CH2:12][O:6][C:5](=[O:7])[C:4]1[CH:8]=[CH:9][CH:10]=[CH:11][C:3]=1[CH2:2][Br:1], predict the reactants needed to synthesize it. (8) Given the product [NH:1]1[C:9]2[C:4](=[CH:5][CH:6]=[CH:7][CH:8]=2)[C:3]([C:10]([O:12][CH3:13])=[O:11])=[N:2]1, predict the reactants needed to synthesize it. The reactants are: [NH:1]1[C:9]2[C:4](=[CH:5][CH:6]=[CH:7][CH:8]=2)[C:3]([C:10]([OH:12])=[O:11])=[N:2]1.[C:13](=O)(O)[O-].[Na+].